From a dataset of Peptide-MHC class I binding affinity with 185,985 pairs from IEDB/IMGT. Regression. Given a peptide amino acid sequence and an MHC pseudo amino acid sequence, predict their binding affinity value. This is MHC class I binding data. (1) The MHC is HLA-B15:01 with pseudo-sequence HLA-B15:01. The binding affinity (normalized) is 0.0847. The peptide sequence is SRTPSGKRL. (2) The peptide sequence is FTHTTAFFNT. The MHC is HLA-A02:03 with pseudo-sequence HLA-A02:03. The binding affinity (normalized) is 0.147. (3) The peptide sequence is EIIELTRTL. The MHC is HLA-A26:01 with pseudo-sequence HLA-A26:01. The binding affinity (normalized) is 0.558.